From a dataset of Reaction yield outcomes from USPTO patents with 853,638 reactions. Predict the reaction yield, written as a fraction of the theoretical maximum amount of product (1.0 means a 100% yield; for example, 0.34 means a 34% yield). (1) The reactants are [NH2:1][C:2]1[C:3]([C:12]([C:14]2[CH:19]=[CH:18][N:17]=[CH:16][C:15]=2[F:20])=O)=[CH:4][CH:5]=[C:6]2[C:11]=1[N:10]=[CH:9][CH:8]=[CH:7]2.[CH3:21][NH:22][S:23](Cl)(=[O:25])=[O:24].[BH4-].[Na+]. The catalyst is N1C=CC=CC=1. The product is [F:20][C:15]1[CH:16]=[N:17][CH:18]=[CH:19][C:14]=1[CH:12]1[C:3]2[CH:4]=[CH:5][C:6]3[C:11](=[N:10][CH:9]=[CH:8][CH:7]=3)[C:2]=2[NH:1][S:23](=[O:25])(=[O:24])[N:22]1[CH3:21]. The yield is 0.310. (2) The reactants are [NH2:1][CH2:2][C:3]1[C:13]2[CH2:12][CH2:11][N:10]([C:14]([O:16][C:17]([CH3:20])([CH3:19])[CH3:18])=[O:15])[CH2:9][CH2:8][C:7]=2[CH:6]=[CH:5][C:4]=1[Cl:21].Br[C:23]1[CH:38]=[CH:37][C:26]([C:27]([NH:29][CH:30]2[CH2:36][CH2:35][CH2:34][CH2:33][CH2:32][CH2:31]2)=[O:28])=[CH:25][CH:24]=1.C1C=CC(P(C2C(C3C(P(C4C=CC=CC=4)C4C=CC=CC=4)=CC=C4C=3C=CC=C4)=C3C(C=CC=C3)=CC=2)C2C=CC=CC=2)=CC=1.CC(C)([O-])C.[Na+]. The catalyst is O.C(Cl)Cl.C([O-])(=O)C.[Pd+2].C([O-])(=O)C.C1(C)C=CC=CC=1. The product is [C:17]([O:16][C:14]([N:10]1[CH2:11][CH2:12][C:13]2[C:3]([CH2:2][NH:1][C:23]3[CH:24]=[CH:25][C:26]([C:27](=[O:28])[NH:29][CH:30]4[CH2:36][CH2:35][CH2:34][CH2:33][CH2:32][CH2:31]4)=[CH:37][CH:38]=3)=[C:4]([Cl:21])[CH:5]=[CH:6][C:7]=2[CH2:8][CH2:9]1)=[O:15])([CH3:18])([CH3:20])[CH3:19]. The yield is 0.540. (3) The reactants are [O:1]1[C:5]2[CH:6]=[CH:7][C:8]([C:10](=O)[CH2:11][C:12]3[CH:17]=[CH:16][N:15]=[C:14]([Cl:18])[N:13]=3)=[CH:9][C:4]=2[O:3][CH2:2]1.C1C(=O)N(Br)C(=O)C1.[CH2:28]([NH:30][C:31]([NH2:33])=[S:32])[CH3:29]. The catalyst is COCCOC.CN(C=O)C.CCOC(C)=O. The product is [O:1]1[C:5]2[CH:6]=[CH:7][C:8]([C:10]3[N:33]=[C:31]([NH:30][CH2:28][CH3:29])[S:32][C:11]=3[C:12]3[CH:17]=[CH:16][N:15]=[C:14]([Cl:18])[N:13]=3)=[CH:9][C:4]=2[O:3][CH2:2]1. The yield is 0.550. (4) The catalyst is ClCCl.CO.C1C=CC(P(C2C=CC=CC=2)[C-]2C=CC=C2)=CC=1.C1C=CC(P(C2C=CC=CC=2)[C-]2C=CC=C2)=CC=1.Cl[Pd]Cl.[Fe+2].C(Cl)Cl. The product is [NH2:32][C:29]1[N:30]=[CH:31][C:26]([C:13]2[CH:12]=[CH:11][C:10]([C:8]([N:5]3[CH2:4][CH2:3][N:2]([CH3:1])[CH2:7][CH2:6]3)=[O:9])=[CH:15][CH:14]=2)=[N:27][C:28]=1[C:33]1[O:34][C:35]2[CH:40]=[CH:39][N:38]=[CH:37][C:36]=2[N:41]=1. The yield is 0.870. The reactants are [CH3:1][N:2]1[CH2:7][CH2:6][N:5]([C:8]([C:10]2[CH:15]=[CH:14][C:13](B3OC(C)(C)C(C)(C)O3)=[CH:12][CH:11]=2)=[O:9])[CH2:4][CH2:3]1.Br[C:26]1[N:27]=[C:28]([C:33]2[O:34][C:35]3[CH:40]=[CH:39][N:38]=[CH:37][C:36]=3[N:41]=2)[C:29]([NH2:32])=[N:30][CH:31]=1.C1COCC1.C(=O)([O-])[O-].[Na+].[Na+]. (5) The reactants are [Br:1][C:2]1[CH:3]=[N:4][CH:5]=[C:6]([F:9])[C:7]=1[Cl:8].Cl. The catalyst is CCCCC. The product is [ClH:8].[Br:1][C:2]1[CH:3]=[N:4][CH:5]=[C:6]([F:9])[C:7]=1[Cl:8]. The yield is 0.600. (6) The reactants are [I:1]I.[N+:3]([C:6]1[CH:7]=[C:8]([CH:12]=[CH:13][CH:14]=1)[C:9]([OH:11])=[O:10])([O-:5])=[O:4]. The catalyst is S(=O)(=O)(O)O. The product is [I:1][C:13]1[CH:12]=[C:8]([CH:7]=[C:6]([N+:3]([O-:5])=[O:4])[CH:14]=1)[C:9]([OH:11])=[O:10]. The yield is 0.980. (7) The reactants are C(OC(=O)[NH:7][C:8]([CH3:37])([CH2:34][CH2:35][CH3:36])[CH2:9][NH:10][C:11]([C:13]1[C:14]([CH3:33])=[N:15][N:16]2[C:21]([O:22][CH2:23][C:24]3[C:29]([F:30])=[CH:28][CH:27]=[CH:26][C:25]=3[Cl:31])=[CH:20][C:19](C)=[CH:18][C:17]=12)=[O:12])(C)(C)C.FC(F)(F)C(O)=O. The catalyst is ClCCl. The product is [NH2:7][C:8]([CH3:37])([CH2:34][CH2:35][CH3:36])[CH2:9][NH:10][C:11]([C:13]1[C:14]([CH3:33])=[N:15][N:16]2[C:21]([O:22][CH2:23][C:24]3[C:29]([F:30])=[CH:28][CH:27]=[CH:26][C:25]=3[Cl:31])=[CH:20][CH:19]=[CH:18][C:17]=12)=[O:12]. The yield is 0.330.